Task: Predict the reaction yield, written as a fraction of the theoretical maximum amount of product (1.0 means a 100% yield; for example, 0.34 means a 34% yield).. Dataset: Reaction yield outcomes from USPTO patents with 853,638 reactions (1) The reactants are Br[CH2:2][C:3]([N:5]1[CH:11]=[C:10]2[CH2:12][CH:13]=[CH:14][CH:15]=[C:9]2[O:8][C:7]2[CH:16]=[CH:17][CH:18]=[CH:19][C:6]1=2)=[O:4].[OH:20][C:21]1[CH:30]=[CH:29][C:24]([C:25]([O:27][CH3:28])=[O:26])=[CH:23][CH:22]=1.C(=O)([O-])[O-].[Cs+].[Cs+]. The catalyst is C(#N)C.C(OCC)(=O)C. The product is [CH2:12]1[C:10]2=[CH:11][N:5]([C:3](=[O:4])[CH2:2][O:20][C:21]3[CH:22]=[CH:23][C:24]([C:25]([O:27][CH3:28])=[O:26])=[CH:29][CH:30]=3)[C:6]3[CH:19]=[CH:18][CH:17]=[CH:16][C:7]=3[O:8][C:9]2=[CH:15][CH:14]=[CH:13]1. The yield is 0.320. (2) The reactants are [CH2:1]([O:3][CH:4]([C:6]1[CH:14]=[CH:13][C:9]([C:10]([OH:12])=O)=[CH:8][CH:7]=1)[CH3:5])C.CN(C(ON1N=NC2C=CC=NC1=2)=[N+](C)C)C.F[P-](F)(F)(F)(F)F.C(N(CC)CC)C.[NH2:46][CH2:47][C:48]1[C:49]([OH:56])=[N:50][C:51]([CH3:55])=[CH:52][C:53]=1[CH3:54]. The catalyst is ClCCl.O. The product is [OH:56][C:49]1[C:48]([CH2:47][NH:46][C:10](=[O:12])[C:9]2[CH:8]=[CH:7][C:6]([CH:4]([O:3][CH3:1])[CH3:5])=[CH:14][CH:13]=2)=[C:53]([CH3:54])[CH:52]=[C:51]([CH3:55])[N:50]=1. The yield is 0.230. (3) The reactants are C([NH:4][C:5]1[C:6](=[CH:10][C:11]([Br:14])=[CH:12][CH:13]=1)[C:7]([OH:9])=[O:8])(=O)C.Cl. The catalyst is O1CCOCC1. The product is [Br:14][C:11]1[CH:10]=[C:6]([C:7]([OH:9])=[O:8])[C:5]([NH2:4])=[CH:13][CH:12]=1. The yield is 0.917. (4) The reactants are [C:1]([O:4][C:5]1[CH:10]=[CH:9][C:8]([C:11](Cl)=[O:12])=[CH:7][CH:6]=1)(=[O:3])[CH3:2].C(N(CC)CC)C.[CH3:21][S:22][C:23]1[S:27][C:26]([NH2:28])=[N:25][CH:24]=1. The catalyst is C1COCC1. The product is [C:1]([O:4][C:5]1[CH:10]=[CH:9][C:8]([C:11](=[O:12])[NH:28][C:26]2[S:27][C:23]([S:22][CH3:21])=[CH:24][N:25]=2)=[CH:7][CH:6]=1)(=[O:3])[CH3:2]. The yield is 0.840. (5) The reactants are C1(S([N:10]2[CH:14]=[C:13]([C:15]([C:17]3[CH:22]=[C:21]([O:23][CH3:24])[C:20]([O:25][CH3:26])=[C:19]([O:27][CH3:28])[CH:18]=3)=[O:16])[N:12]=[C:11]2[C:29]2[CH:34]=[CH:33][C:32]([CH3:35])=[CH:31][CH:30]=2)(=O)=O)C=CC=CC=1.[F-].C([N+](CCCC)(CCCC)CCCC)CCC.C([O-])(O)=O.[Na+]. The catalyst is C1COCC1. The product is [C:32]1([CH3:35])[CH:31]=[CH:30][C:29]([C:11]2[NH:10][CH:14]=[C:13]([C:15]([C:17]3[CH:22]=[C:21]([O:23][CH3:24])[C:20]([O:25][CH3:26])=[C:19]([O:27][CH3:28])[CH:18]=3)=[O:16])[N:12]=2)=[CH:34][CH:33]=1. The yield is 0.885. (6) The reactants are Cl.Cl.[CH3:3][N:4]1[C:8]([CH2:9][CH2:10][NH2:11])=[CH:7][N:6]=[CH:5]1.[N+:12]([C:15]1[CH:20]=[CH:19][CH:18]=[CH:17][C:16]=1NC1CCN(C(OC(C)(C)C)=O)CC1)([O-:14])=[O:13]. No catalyst specified. The product is [CH3:3][N:4]1[C:8]([CH2:9][CH2:10][NH:11][C:16]2[CH:17]=[CH:18][CH:19]=[CH:20][C:15]=2[N+:12]([O-:14])=[O:13])=[CH:7][N:6]=[CH:5]1. The yield is 0.210. (7) The reactants are [C:1]([N:4]1[C:13]2[C:8](=[CH:9][C:10]([C:14]3[CH:15]=[N:16][N:17]([CH2:19][CH2:20][N:21](C)[C:22](=O)OC(C)(C)C)[CH:18]=3)=[CH:11][CH:12]=2)[C@H:7]([NH:30][C:31]2[CH:36]=[CH:35][CH:34]=[CH:33][CH:32]=2)[CH2:6][C@@H:5]1[CH3:37])(=[O:3])[CH3:2].[F:38][C:39]([F:44])([F:43])[C:40]([OH:42])=[O:41]. The catalyst is ClCCl. The product is [F:38][C:39]([F:44])([F:43])[C:40]([OH:42])=[O:41].[C:1]([N:4]1[C:13]2[C:8](=[CH:9][C:10]([C:14]3[CH:15]=[N:16][N:17]([CH2:19][CH2:20][NH:21][CH3:22])[CH:18]=3)=[CH:11][CH:12]=2)[C@H:7]([NH:30][C:31]2[CH:32]=[CH:33][CH:34]=[CH:35][CH:36]=2)[CH2:6][C@@H:5]1[CH3:37])(=[O:3])[CH3:2]. The yield is 0.930. (8) The reactants are [CH:1]1([O:4][C:5]2[CH:6]=[C:7]([C:15]3[N:32](COCC[Si](C)(C)C)[C:18]4[CH:19]=[N:20][N:21]([CH2:24][O:25][CH2:26][CH2:27][Si:28]([CH3:31])([CH3:30])[CH3:29])[C:22](=[O:23])[C:17]=4[C:16]=3[CH2:41][CH2:42][CH:43]3[CH2:45][CH2:44]3)[CH:8]=[CH:9][C:10]=2[O:11][CH:12]([F:14])[F:13])[CH2:3][CH2:2]1.C1(OC2C=C(C3N(COCC[Si](C)(C)C)C4C=NN(COCC[Si](C)(C)C)C(=O)C=4C=3C)C=CC=2OC(F)F)CC1. No catalyst specified. The product is [CH:1]1([O:4][C:5]2[CH:6]=[C:7]([C:15]3[NH:32][C:18]4[CH:19]=[N:20][N:21]([CH2:24][O:25][CH2:26][CH2:27][Si:28]([CH3:31])([CH3:30])[CH3:29])[C:22](=[O:23])[C:17]=4[C:16]=3[CH2:41][CH2:42][CH:43]3[CH2:45][CH2:44]3)[CH:8]=[CH:9][C:10]=2[O:11][CH:12]([F:14])[F:13])[CH2:2][CH2:3]1. The yield is 0.830. (9) The product is [CH3:32][N:22]([CH2:21][C@:9]1([C:3]2[CH:8]=[CH:7][CH:6]=[CH:5][CH:4]=2)[CH2:11][C@H:10]1[CH2:12][O:13][CH2:14][C:15]1[CH:16]=[CH:17][CH:18]=[CH:19][CH:20]=1)[S:23]([C:26]1[CH:31]=[CH:30][CH:29]=[CH:28][CH:27]=1)(=[O:25])=[O:24]. The yield is 1.00. The catalyst is CN(C=O)C.CCOC(C)=O. The reactants are IC.[C:3]1([C@@:9]2([CH2:21][NH:22][S:23]([C:26]3[CH:31]=[CH:30][CH:29]=[CH:28][CH:27]=3)(=[O:25])=[O:24])[CH2:11][C@H:10]2[CH2:12][O:13][CH2:14][C:15]2[CH:20]=[CH:19][CH:18]=[CH:17][CH:16]=2)[CH:8]=[CH:7][CH:6]=[CH:5][CH:4]=1.[C:32](=O)([O-])[O-].[K+].[K+]. (10) The reactants are [F:1][CH:2]([F:42])[C:3]1[N:7]([C:8]2[N:13]=[C:12]([N:14]3[CH2:19][CH2:18][O:17][CH2:16][CH2:15]3)[N:11]=[C:10]([N:20]([CH2:34][CH2:35][CH2:36]O)[CH:21]3[CH2:26][CH2:25][N:24]([C:27]([O:29][C:30]([CH3:33])([CH3:32])[CH3:31])=[O:28])[CH2:23][CH2:22]3)[N:9]=2)[C:6]2[CH:38]=[CH:39][CH:40]=[CH:41][C:5]=2[N:4]=1.CS(Cl)(=O)=O.[CH3:48][NH:49][CH3:50]. No catalyst specified. The product is [F:1][CH:2]([F:42])[C:3]1[N:7]([C:8]2[N:13]=[C:12]([N:14]3[CH2:19][CH2:18][O:17][CH2:16][CH2:15]3)[N:11]=[C:10]([N:20]([CH2:34][CH2:35][CH2:36][N:49]([CH3:50])[CH3:48])[CH:21]3[CH2:26][CH2:25][N:24]([C:27]([O:29][C:30]([CH3:33])([CH3:32])[CH3:31])=[O:28])[CH2:23][CH2:22]3)[N:9]=2)[C:6]2[CH:38]=[CH:39][CH:40]=[CH:41][C:5]=2[N:4]=1. The yield is 0.950.